From a dataset of Catalyst prediction with 721,799 reactions and 888 catalyst types from USPTO. Predict which catalyst facilitates the given reaction. (1) Reactant: [NH:1]1[CH2:6][CH2:5][CH:4]([C:7]2[CH:29]=[CH:28][C:10]([C:11]([NH:13][C:14]3[CH:19]=[CH:18][CH:17]=[CH:16][C:15]=3[NH:20]C(=O)OC(C)(C)C)=[O:12])=[CH:9][CH:8]=2)[CH2:3][CH2:2]1.[CH2:30]([C:32]1[C:36]([CH:37]=O)=[CH:35][NH:34][N:33]=1)[CH3:31].C(O[BH-](OC(=O)C)OC(=O)C)(=O)C.[Na+]. Product: [NH2:20][C:15]1[CH:16]=[CH:17][CH:18]=[CH:19][C:14]=1[NH:13][C:11](=[O:12])[C:10]1[CH:28]=[CH:29][C:7]([CH:4]2[CH2:3][CH2:2][N:1]([CH2:37][C:36]3[C:32]([CH2:30][CH3:31])=[N:33][NH:34][CH:35]=3)[CH2:6][CH2:5]2)=[CH:8][CH:9]=1. The catalyst class is: 4. (2) Reactant: [N:1]1[C:10]2[N:9]3[CH2:11][CH2:12][O:13][CH2:14][CH:8]3[CH2:7][NH:6][C:5]=2[CH:4]=[N:3][C:2]=1[C:15]1[CH:16]=[N:17][C:18]([NH2:21])=[N:19][CH:20]=1.CC(C)([O-])C.[Na+].Br[CH2:29][C:30]1[CH:35]=[CH:34][C:33]([S:36]([CH3:39])(=[O:38])=[O:37])=[CH:32][CH:31]=1. Product: [CH3:39][S:36]([C:33]1[CH:34]=[CH:35][C:30]([CH2:29][N:6]2[CH2:7][CH:8]3[CH2:14][O:13][CH2:12][CH2:11][N:9]3[C:10]3[N:1]=[C:2]([C:15]4[CH:16]=[N:17][C:18]([NH2:21])=[N:19][CH:20]=4)[N:3]=[CH:4][C:5]2=3)=[CH:31][CH:32]=1)(=[O:37])=[O:38]. The catalyst class is: 16. (3) Reactant: [CH3:1][NH:2][CH:3]([CH2:5]/[CH:6]=[CH:7]/[C:8]1[CH:9]=[N:10][CH:11]=[C:12]([O:14][CH3:15])[CH:13]=1)[CH3:4].[O:16]=[C:17]([OH:29])[C@@H:18]([C@H:20]([C@H:22]([C@@H:24]([C:26]([OH:28])=[O:27])[OH:25])[OH:23])[OH:21])[OH:19].O. Product: [O:16]=[C:17]([OH:29])[C@@H:18]([C@H:20]([C@H:22]([C@@H:24]([C:26]([OH:28])=[O:27])[OH:25])[OH:23])[OH:21])[OH:19].[CH3:1][NH:2][CH:3]([CH2:5]/[CH:6]=[CH:7]/[C:8]1[CH:9]=[N:10][CH:11]=[C:12]([O:14][CH3:15])[CH:13]=1)[CH3:4].[CH3:1][NH:2][CH:3]([CH2:5]/[CH:6]=[CH:7]/[C:8]1[CH:9]=[N:10][CH:11]=[C:12]([O:14][CH3:15])[CH:13]=1)[CH3:4]. The catalyst class is: 8. (4) Reactant: [Si:1]([O:8]S(C(F)(F)F)(=O)=O)([C:4]([CH3:7])([CH3:6])[CH3:5])([CH3:3])[CH3:2].N1C(C)=CC=CC=1C.[CH3:24][O:25][C:26]1[CH:41]=[CH:40][C:29]([O:30][CH2:31][C:32]([CH3:39])([CH3:38])[CH:33](O)[CH2:34][C:35]#[CH:36])=[CH:28][CH:27]=1. Product: [Si:1]([O:8][CH:33]([C:32]([CH3:39])([CH3:38])[CH2:31][O:30][C:29]1[CH:40]=[CH:41][C:26]([O:25][CH3:24])=[CH:27][CH:28]=1)[C:34]#[C:35][CH3:36])([C:4]([CH3:7])([CH3:6])[CH3:5])([CH3:3])[CH3:2]. The catalyst class is: 2. (5) Reactant: Cl[C:2]1[CH:7]=[C:6]([C:8]([F:11])([F:10])[F:9])[N:5]=[C:4]([C:12]2[CH:13]=[N:14][CH:15]=[CH:16][CH:17]=2)[N:3]=1.[CH3:18][O:19][C:20]1[CH:26]=[CH:25][C:24]([Cl:27])=[CH:23][C:21]=1[NH2:22].Cl. Product: [Cl:27][C:24]1[CH:25]=[CH:26][C:20]([O:19][CH3:18])=[C:21]([CH:23]=1)[NH:22][C:2]1[CH:7]=[C:6]([C:8]([F:11])([F:10])[F:9])[N:5]=[C:4]([C:12]2[CH:13]=[N:14][CH:15]=[CH:16][CH:17]=2)[N:3]=1. The catalyst class is: 40. (6) Reactant: C(OC(=O)[N:7]([CH2:16][C:17]1[CH:22]=[CH:21][C:20]([O:23][C:24]2[CH:29]=[CH:28][C:27]([C:30](=[O:34])[NH:31][CH2:32]C)=[CH:26][N:25]=2)=[CH:19][CH:18]=1)[CH2:8][CH2:9][C:10]1[CH:15]=[CH:14][CH:13]=[CH:12][CH:11]=1)(C)(C)C.C(O)(C(F)(F)F)=O. Product: [CH3:32][NH:31][C:30](=[O:34])[C:27]1[CH:28]=[CH:29][C:24]([O:23][C:20]2[CH:21]=[CH:22][C:17]([CH2:16][NH:7][CH2:8][CH2:9][C:10]3[CH:15]=[CH:14][CH:13]=[CH:12][CH:11]=3)=[CH:18][CH:19]=2)=[N:25][CH:26]=1. The catalyst class is: 2. (7) Reactant: C(=O)([O-])[O-].[Na+].[Na+].[C:7]1([C:13]2[S:17][C:16](B(O)O)=[CH:15][CH:14]=2)[CH:12]=[CH:11][CH:10]=[CH:9][CH:8]=1.I[C:22]1[CH:30]=[CH:29][C:28]([NH:31][C:32](=[O:42])[CH:33]([C:36]2[CH:41]=[CH:40][CH:39]=[CH:38][CH:37]=2)[CH2:34][CH3:35])=[CH:27][C:23]=1[C:24]([NH2:26])=[O:25].C(OCC)(=O)C. Product: [C:36]1([CH:33]([CH2:34][CH3:35])[C:32]([NH:31][C:28]2[CH:29]=[CH:30][C:22]([C:16]3[S:17][C:13]([C:7]4[CH:8]=[CH:9][CH:10]=[CH:11][CH:12]=4)=[CH:14][CH:15]=3)=[C:23]([CH:27]=2)[C:24]([NH2:26])=[O:25])=[O:42])[CH:41]=[CH:40][CH:39]=[CH:38][CH:37]=1. The catalyst class is: 77.